This data is from Reaction yield outcomes from USPTO patents with 853,638 reactions. The task is: Predict the reaction yield, written as a fraction of the theoretical maximum amount of product (1.0 means a 100% yield; for example, 0.34 means a 34% yield). (1) The catalyst is C(#N)C.C([O-])(=O)C.[Pd+2].C([O-])(=O)C. The reactants are [C:1]([O:5][C:6](=[O:16])[NH:7][C@H:8]([CH:13]([CH3:15])[CH3:14])[C:9](=[O:12])[CH:10]=[CH2:11])([CH3:4])([CH3:3])[CH3:2].I[C:18]1[CH:19]=[C:20]([O:24][CH3:25])[CH:21]=[CH:22][CH:23]=1.C(N(CC)CC)C. The product is [C:1]([O:5][C:6](=[O:16])[NH:7][C@H:8]([CH:13]([CH3:14])[CH3:15])[C:9](=[O:12])/[CH:10]=[CH:11]/[C:18]1[CH:23]=[CH:22][CH:21]=[C:20]([O:24][CH3:25])[CH:19]=1)([CH3:4])([CH3:3])[CH3:2]. The yield is 0.880. (2) The reactants are OC[C:3]([CH3:19])(C)[CH2:4][CH2:5][CH2:6][C:7](=[O:17])[CH2:8][CH2:9][CH2:10][CH2:11][C:12]([CH3:16])([CH3:15])[CH2:13][OH:14].[N+](C(S(C1C=CC(C)=CC=1)(=O)=O)CCC[CH2:26][C:27](C)([CH3:36])[CH2:28][O:29]C1CCCCO1)#[C-].[H-].[Na+].CO. The catalyst is [I-].C([N+](CCCC)(CCCC)CCCC)CCC.CS(C)=O.Cl. The product is [OH:14][CH2:13][C:12]([CH3:15])([CH3:16])[CH2:11][CH2:10][CH2:9][CH2:8][C:7](=[O:17])[CH2:6][CH2:5][CH2:4][CH2:3][CH2:19][C:27]([CH3:36])([CH3:26])[CH2:28][OH:29]. The yield is 0.480.